From a dataset of Full USPTO retrosynthesis dataset with 1.9M reactions from patents (1976-2016). Predict the reactants needed to synthesize the given product. (1) Given the product [F:30][C:31]1[CH:32]=[C:33]([CH:39]=[CH:40][C:41]=1[O:7][C:8]1[CH:9]=[C:10]([C:11]([NH:13][C:14]2[CH:18]=[CH:17][N:16]([CH3:19])[N:15]=2)=[O:12])[CH:20]=[C:21]([O:23][C@H:24]([CH2:27][O:28][CH3:29])[CH2:25][CH3:26])[CH:22]=1)[C:34]([N:36]([CH3:38])[CH3:37])=[O:35], predict the reactants needed to synthesize it. The reactants are: C(=O)([O-])[O-].[K+].[K+].[OH:7][C:8]1[CH:9]=[C:10]([CH:20]=[C:21]([O:23][C@H:24]([CH2:27][O:28][CH3:29])[CH2:25][CH3:26])[CH:22]=1)[C:11]([NH:13][C:14]1[CH:18]=[CH:17][N:16]([CH3:19])[N:15]=1)=[O:12].[F:30][C:31]1[CH:32]=[C:33]([CH:39]=[CH:40][C:41]=1F)[C:34]([N:36]([CH3:38])[CH3:37])=[O:35]. (2) Given the product [Br:1][C:2]1([C:24]([O:27][CH2:14][O:15][CH2:16][CH3:17])([CH3:25])[CH3:26])[CH:7]=[C:6]([CH3:8])[CH:5]=[CH:4][CH2:3]1, predict the reactants needed to synthesize it. The reactants are: [Br:1][C:2]1[CH:7]=[C:6]([CH3:8])[CH:5]=[CH:4][C:3]=1C(O)(C)C.Cl[CH2:14][O:15][CH2:16][CH3:17].CCN([CH:24]([CH3:26])[CH3:25])C(C)C.[OH2:27]. (3) Given the product [Cl:10][C:11]1[CH:12]=[CH:13][C:14]2[O:27][CH:8]([C:4]3[CH:5]=[CH:6][CH:7]=[CH:2][CH:3]=3)[N:18]3[C:19]4[CH:20]=[CH:21][CH:22]=[C:23]([F:26])[C:24]=4[CH:25]=[C:17]3[C:15]=2[N:16]=1, predict the reactants needed to synthesize it. The reactants are: Br[C:2]1[C:3](Br)=[C:4]([CH3:8])[CH:5]=[CH:6][CH:7]=1.[Cl:10][C:11]1[N:16]=[C:15]([C:17]2[NH:18][C:19]3[C:24]([CH:25]=2)=[C:23]([F:26])[CH:22]=[CH:21][CH:20]=3)[C:14]([OH:27])=[CH:13][CH:12]=1.C([O-])([O-])=O.[Cs+].[Cs+]. (4) Given the product [CH2:29]([O:28][C@@H:5]([CH2:6][C:7]1[CH:8]=[CH:9][C:10]([O:13][CH2:14][C:15]2[S:16][C:17]([C:21]3[CH:22]=[CH:23][C:24]([F:27])=[CH:25][CH:26]=3)=[CH:18][C:19]=2[CH3:20])=[CH:11][CH:12]=1)[C:4]([OH:31])=[O:3])[CH3:30], predict the reactants needed to synthesize it. The reactants are: C([O:3][C:4](=[O:31])[C@@H:5]([O:28][CH2:29][CH3:30])[CH2:6][C:7]1[CH:12]=[CH:11][C:10]([O:13][CH2:14][C:15]2[S:16][C:17]([C:21]3[CH:26]=[CH:25][C:24]([F:27])=[CH:23][CH:22]=3)=[CH:18][C:19]=2[CH3:20])=[CH:9][CH:8]=1)C.C(OC(=O)[C@@H](OCC)CC1C=CC(OCC2SC(Br)=CC=2C)=CC=1)C.FC1C=CC(B(O)O)=CC=1. (5) Given the product [OH:22][C:16]1[CH:17]=[C:18]([CH:21]=[C:14]([N+:11]([O-:13])=[O:12])[C:15]=1[OH:24])[CH:19]=[O:20], predict the reactants needed to synthesize it. The reactants are: [Cl-].[Al+3].[Cl-].[Cl-].N1C=CC=CC=1.[N+:11]([C:14]1[C:15]([OH:24])=[C:16]([O:22]C)[CH:17]=[C:18]([CH:21]=1)[CH:19]=[O:20])([O-:13])=[O:12].Cl. (6) Given the product [CH3:13][O:14][C:15]([C@H:17]1[CH2:21][CH2:20][CH2:19][N:18]1[C:2]1[NH:10][C:9]2[C:4](=[N:5][CH:6]=[CH:7][CH:8]=2)[C:3]=1[C:11]#[N:12])=[O:16], predict the reactants needed to synthesize it. The reactants are: Cl[C:2]1[NH:10][C:9]2[C:4](=[N:5][CH:6]=[CH:7][CH:8]=2)[C:3]=1[C:11]#[N:12].[CH3:13][O:14][C:15]([C@H:17]1[CH2:21][CH2:20][CH2:19][NH:18]1)=[O:16]. (7) Given the product [NH2:29][C:23]1[C:22]([O:32][CH3:33])=[C:21]([C:26]([O:27][CH3:28])=[CH:25][CH:24]=1)[C:20]([NH:19][C:3]1[C:2]([CH3:1])=[CH:7][C:6]([C:8]([F:17])([C:13]([F:14])([F:15])[F:16])[C:9]([F:12])([F:11])[F:10])=[CH:5][C:4]=1[CH3:18])=[O:34], predict the reactants needed to synthesize it. The reactants are: [CH3:1][C:2]1[CH:7]=[C:6]([C:8]([F:17])([C:13]([F:16])([F:15])[F:14])[C:9]([F:12])([F:11])[F:10])[CH:5]=[C:4]([CH3:18])[C:3]=1[NH:19][C:20](=[O:34])[C:21]1[C:26]([O:27][CH3:28])=[CH:25][CH:24]=[C:23]([N+:29]([O-])=O)[C:22]=1[O:32][CH3:33]. (8) The reactants are: [F:1][C:2]([F:46])([F:45])[C:3]1[CH:4]=[C:5]([CH:38]=[C:39]([C:41]([F:44])([F:43])[F:42])[CH:40]=1)[CH2:6][N:7]([C:32]1[N:33]=[N:34][N:35]([CH3:37])[N:36]=1)[C@H:8]1[CH2:14][CH2:13][CH2:12][N:11]([CH2:15][C@H:16]2[CH2:21][CH2:20][C@H:19]([C:22]([O:24]C)=[O:23])[CH2:18][CH2:17]2)[C:10]2[C:26]([CH3:31])=[CH:27][C:28]([CH3:30])=[CH:29][C:9]1=2.[OH-].[Na+]. Given the product [F:44][C:41]([F:42])([F:43])[C:39]1[CH:38]=[C:5]([CH2:6][N:7]([C:32]2[N:33]=[N:34][N:35]([CH3:37])[N:36]=2)[C@@H:8]2[C:9]3[CH:29]=[C:28]([CH3:30])[CH:27]=[C:26]([CH3:31])[C:10]=3[N:11]([CH2:15][C@H:16]3[CH2:21][CH2:20][C@H:19]([C:22]([OH:24])=[O:23])[CH2:18][CH2:17]3)[CH2:12][CH2:13][CH2:14]2)[CH:4]=[C:3]([C:2]([F:1])([F:46])[F:45])[CH:40]=1, predict the reactants needed to synthesize it. (9) The reactants are: [F:1]/[C:2](=[CH:7]\[C:8]1[CH:13]=[CH:12][CH:11]=[C:10]([NH:14][C:15]2[C:23]3[C:18](=[N:19][CH:20]=[CH:21][C:22]=3[O:24][C:25]3[CH:30]=[CH:29][C:28]([O:31][C:32]4[CH:37]=[CH:36][CH:35]=[CH:34][CH:33]=4)=[CH:27][CH:26]=3)[N:17]([CH2:38][C:39]3[CH:44]=[CH:43][C:42]([O:45][CH3:46])=[CH:41][CH:40]=3)[N:16]=2)[CH:9]=1)/[C:3]([O:5]C)=[O:4].[Li+].[OH-]. Given the product [F:1]/[C:2](=[CH:7]\[C:8]1[CH:13]=[CH:12][CH:11]=[C:10]([NH:14][C:15]2[C:23]3[C:18](=[N:19][CH:20]=[CH:21][C:22]=3[O:24][C:25]3[CH:30]=[CH:29][C:28]([O:31][C:32]4[CH:37]=[CH:36][CH:35]=[CH:34][CH:33]=4)=[CH:27][CH:26]=3)[N:17]([CH2:38][C:39]3[CH:44]=[CH:43][C:42]([O:45][CH3:46])=[CH:41][CH:40]=3)[N:16]=2)[CH:9]=1)/[C:3]([OH:5])=[O:4], predict the reactants needed to synthesize it.